This data is from Forward reaction prediction with 1.9M reactions from USPTO patents (1976-2016). The task is: Predict the product of the given reaction. (1) Given the reactants C(OC([N:8]1[CH2:13][CH2:12][N:11]([C:14]2[C:15]3[CH:31]=[C:30]([CH2:32][CH3:33])[S:29][C:16]=3[N:17]=[C:18]([NH:20][C:21]([NH:23][CH2:24][CH2:25][C:26]([OH:28])=[O:27])=[O:22])[N:19]=2)[CH2:10][CH2:9]1)=O)(C)(C)C.[ClH:34], predict the reaction product. The product is: [ClH:34].[CH2:32]([C:30]1[S:29][C:16]2[N:17]=[C:18]([NH:20][C:21]([NH:23][CH2:24][CH2:25][C:26]([OH:28])=[O:27])=[O:22])[N:19]=[C:14]([N:11]3[CH2:10][CH2:9][NH:8][CH2:13][CH2:12]3)[C:15]=2[CH:31]=1)[CH3:33]. (2) Given the reactants CN(C)[CH2:3][C:4]#[C:5][C:6]1[CH:7]=[C:8]([C@@H:12]2[C@@H:16]([C:17]3[CH:22]=[CH:21][CH:20]=[C:19]([F:23])[CH:18]=3)[O:15][C:14](=[O:24])[NH:13]2)[CH:9]=[N:10][CH:11]=1.BrC1C=C([C@@H:33]2[C@@H:37](C3C=CC=C(F)C=3)[O:36][C:35](=O)N2)C=NC=1.C(C1CCOC1)#C, predict the reaction product. The product is: [F:23][C:19]1[CH:18]=[C:17]([C@H:16]2[O:15][C:14](=[O:24])[NH:13][C@@H:12]2[C:8]2[CH:9]=[N:10][CH:11]=[C:6]([C:5]#[C:4][CH:3]3[CH2:33][CH2:37][O:36][CH2:35]3)[CH:7]=2)[CH:22]=[CH:21][CH:20]=1. (3) Given the reactants [OH:1][C:2]1[CH:7]=[CH:6][C:5]([CH2:8][CH2:9][CH:10]=O)=[CH:4][C:3]=1[O:12][CH3:13].[CH3:14][CH2:15][CH2:16][NH:17][C@@H:18]1[CH2:27][C:22]2[S:23][C:24]([NH2:26])=[N:25][C:21]=2[CH2:20][CH2:19]1.[BH-](OC(C)=O)(OC(C)=O)OC(C)=O.[Na+], predict the reaction product. The product is: [NH2:26][C:24]1[S:23][C:22]2[CH2:27][CH:18]([N:17]([CH2:16][CH2:15][CH3:14])[CH2:10][CH2:9][CH2:8][C:5]3[CH:6]=[CH:7][C:2]([OH:1])=[C:3]([O:12][CH3:13])[CH:4]=3)[CH2:19][CH2:20][C:21]=2[N:25]=1. (4) The product is: [CH2:1]([CH:8]1[CH2:9][CH2:10][N:11]([C:14](=[O:18])[C:15]([NH:19][C:20]2[CH:29]=[CH:28][C:23]3[NH:24][C:25](=[O:27])[O:26][C:22]=3[CH:21]=2)=[O:17])[CH2:12][CH2:13]1)[C:2]1[CH:3]=[CH:4][CH:5]=[CH:6][CH:7]=1. Given the reactants [CH2:1]([CH:8]1[CH2:13][CH2:12][N:11]([C:14](=[O:18])[C:15]([OH:17])=O)[CH2:10][CH2:9]1)[C:2]1[CH:7]=[CH:6][CH:5]=[CH:4][CH:3]=1.[NH2:19][C:20]1[CH:29]=[CH:28][C:23]2[NH:24][C:25](=[O:27])[O:26][C:22]=2[CH:21]=1, predict the reaction product.